Dataset: Full USPTO retrosynthesis dataset with 1.9M reactions from patents (1976-2016). Task: Predict the reactants needed to synthesize the given product. (1) Given the product [C:16]([O:8][CH:5]([CH2:4][CH:3]([O:9][C:29](=[O:25])[C:28]1[CH:13]=[CH:12][CH:11]=[CH:26][CH:27]=1)[CH2:2][CH3:1])[CH2:6][CH3:7])(=[O:23])[C:17]1[CH:22]=[CH:21][CH:20]=[CH:19][CH:18]=1, predict the reactants needed to synthesize it. The reactants are: [CH3:1][CH2:2][CH:3]([OH:9])[CH2:4][CH:5]([OH:8])[CH2:6][CH3:7].N1C=C[CH:13]=[CH:12][CH:11]=1.[C:16](Cl)(=[O:23])[C:17]1[CH:22]=[CH:21][CH:20]=[CH:19][CH:18]=1.[O:25]1[CH2:29][CH2:28][CH2:27][CH2:26]1. (2) Given the product [O:19]=[C:20]1[N:26]([CH:27]2[CH2:28][CH2:29][N:30]([C:33]([O:35][C@H:36]([CH2:37][C:38]3[CH:47]=[C:46]([CH3:48])[C:41]4[NH:42][C:43](=[O:45])[O:44][C:40]=4[CH:39]=3)[C:49]([N:1]3[CH2:6][CH2:5][CH:4]([N:7]4[CH2:12][CH2:11][N:10]([CH2:13][C:14]([O:16][CH2:17][CH3:18])=[O:15])[CH2:9][CH2:8]4)[CH2:3][CH2:2]3)=[O:50])=[O:34])[CH2:31][CH2:32]2)[CH2:25][CH2:24][C:23]2[CH:52]=[CH:53][CH:54]=[CH:55][C:22]=2[NH:21]1, predict the reactants needed to synthesize it. The reactants are: [NH:1]1[CH2:6][CH2:5][CH:4]([N:7]2[CH2:12][CH2:11][N:10]([CH2:13][C:14]([O:16][CH2:17][CH3:18])=[O:15])[CH2:9][CH2:8]2)[CH2:3][CH2:2]1.[O:19]=[C:20]1[N:26]([CH:27]2[CH2:32][CH2:31][N:30]([C:33]([O:35][C@@H:36]([C:49](O)=[O:50])[CH2:37][C:38]3[CH:47]=[C:46]([CH3:48])[C:41]4[NH:42][C:43](=[O:45])[O:44][C:40]=4[CH:39]=3)=[O:34])[CH2:29][CH2:28]2)[CH2:25][CH2:24][C:23]2[CH:52]=[CH:53][CH:54]=[CH:55][C:22]=2[NH:21]1.CN(C(ON1N=NC2C=CC=CC1=2)=[N+](C)C)C.[B-](F)(F)(F)F.C(N(CC)CC)C.